From a dataset of Forward reaction prediction with 1.9M reactions from USPTO patents (1976-2016). Predict the product of the given reaction. (1) Given the reactants [CH3:1][C:2](O)([CH3:11])[CH2:3][C:4]1[CH:9]=[CH:8][C:7]([CH3:10])=[CH:6][CH:5]=1.[Cl:13][CH2:14][C:15]#[N:16].S(=O)(=O)(O)[OH:18], predict the reaction product. The product is: [Cl:13][CH2:14][C:15]([NH:16][C:2]([CH3:11])([CH3:1])[CH2:3][C:4]1[CH:9]=[CH:8][C:7]([CH3:10])=[CH:6][CH:5]=1)=[O:18]. (2) Given the reactants [CH3:1][C:2]1([CH3:23])[O:6][C@@H:5]2[C@@H:7]([CH2:20][NH:21][CH3:22])[O:8][C@@H:9]([N:10]3[CH:18]=[N:17][C:16]4[C:11]3=[N:12][CH:13]=[N:14][C:15]=4[NH2:19])[C@@H:4]2[O:3]1.O=[C:25]1[CH2:28][CH:27]([NH:29][C:30](=[O:39])[O:31][CH2:32][C:33]2[CH:38]=[CH:37][CH:36]=[CH:35][CH:34]=2)[CH2:26]1.[BH3-]C#N.[Na+], predict the reaction product. The product is: [CH2:32]([O:31][C:30](=[O:39])[NH:29][CH:27]1[CH2:28][CH:25]([N:21]([CH2:20][C@@H:7]2[C@@H:5]3[C@@H:4]([O:3][C:2]([CH3:23])([CH3:1])[O:6]3)[C@H:9]([N:10]3[CH:18]=[N:17][C:16]4[C:11]3=[N:12][CH:13]=[N:14][C:15]=4[NH2:19])[O:8]2)[CH3:22])[CH2:26]1)[C:33]1[CH:38]=[CH:37][CH:36]=[CH:35][CH:34]=1.